Dataset: hERG potassium channel inhibition data for cardiac toxicity prediction from Karim et al.. Task: Regression/Classification. Given a drug SMILES string, predict its toxicity properties. Task type varies by dataset: regression for continuous values (e.g., LD50, hERG inhibition percentage) or binary classification for toxic/non-toxic outcomes (e.g., AMES mutagenicity, cardiotoxicity, hepatotoxicity). Dataset: herg_karim. (1) The compound is NC(=O)n1nc(NCC(=O)NC2CN(C3CCC(O)(c4nccs4)CC3)C2)c2cc(C(F)(F)F)ccc21. The result is 0 (non-blocker). (2) The molecule is C[C@@H](CO)OC[C@H](Oc1ncnc2c1cnn2-c1ncccc1Cl)C(=O)Nc1ccc(F)cn1. The result is 0 (non-blocker).